This data is from Catalyst prediction with 721,799 reactions and 888 catalyst types from USPTO. The task is: Predict which catalyst facilitates the given reaction. (1) Product: [F:8][C:9]1[CH:25]=[CH:24][CH:23]=[CH:22][C:10]=1[CH2:11][C:12]1[C:20]2[C:15](=[CH:16][C:17]([NH:2][C:34]([CH:31]3[CH2:32][CH2:33][N:29]([CH2:28][C:27](=[O:26])[N:37]4[CH2:42][CH2:41][N:40]([C:43]5[CH:44]=[CH:45][C:46]([C:49]6[N:50]=[CH:51][CH:52]=[CH:53][N:54]=6)=[CH:47][CH:48]=5)[CH2:39][CH2:38]4)[CH2:30]3)=[O:36])=[CH:18][CH:19]=2)[NH:14][N:13]=1. The catalyst class is: 3. Reactant: C[N:2]1CCOCC1.[F:8][C:9]1[CH:25]=[CH:24][CH:23]=[CH:22][C:10]=1[CH2:11][C:12]1[C:20]2[C:15](=[CH:16][CH:17]=[C:18](N)[CH:19]=2)[NH:14][N:13]=1.[O:26]=[C:27]([N:37]1[CH2:42][CH2:41][N:40]([C:43]2[CH:48]=[CH:47][C:46]([C:49]3[N:54]=[CH:53][CH:52]=[CH:51][N:50]=3)=[CH:45][CH:44]=2)[CH2:39][CH2:38]1)[CH2:28][N:29]1[CH2:33][CH2:32][CH:31]([C:34]([OH:36])=O)[CH2:30]1.Cl.CN(C)CCCN=C=NCC.O.ON1C2C=CC=CC=2N=N1. (2) Reactant: [NH2:1][C:2]1[CH:15]=[C:14]([F:16])[CH:13]=[CH:12][C:3]=1[C:4]([NH:6][C:7]([CH3:11])([C:9]#[CH:10])[CH3:8])=[O:5].ClCCCl.[CH3:21][C:22]([CH3:24])=O.C(O[BH-](OC(=O)C)OC(=O)C)(=O)C.[Na+]. Product: [F:16][C:14]1[CH:13]=[CH:12][C:3]([C:4]([NH:6][C:7]([CH3:11])([C:9]#[CH:10])[CH3:8])=[O:5])=[C:2]([NH:1][CH:22]([CH3:24])[CH3:21])[CH:15]=1. The catalyst class is: 322. (3) Reactant: [NH2:1][CH2:2][CH2:3][O:4][C:5]1[CH:10]=[CH:9][C:8]([NH:11][C:12](=[O:21])[C:13]2[CH:18]=[CH:17][CH:16]=[C:15]([O:19][CH3:20])[CH:14]=2)=[CH:7][C:6]=1[C:22]1[N:26]([CH3:27])[N:25]=[CH:24][CH:23]=1.C(N(CC)CC)C.Cl[C:36]([O:38][CH2:39][C:40]1[CH:45]=[CH:44][CH:43]=[CH:42][CH:41]=1)=[O:37]. Product: [CH2:39]([O:38][C:36](=[O:37])[NH:1][CH2:2][CH2:3][O:4][C:5]1[CH:10]=[CH:9][C:8]([NH:11][C:12](=[O:21])[C:13]2[CH:18]=[CH:17][CH:16]=[C:15]([O:19][CH3:20])[CH:14]=2)=[CH:7][C:6]=1[C:22]1[N:26]([CH3:27])[N:25]=[CH:24][CH:23]=1)[C:40]1[CH:45]=[CH:44][CH:43]=[CH:42][CH:41]=1. The catalyst class is: 4. (4) Reactant: [Li]CCCC.[Cl:6][C:7]1[CH:12]=[CH:11][C:10](Br)=[CH:9][CH:8]=1.[CH3:14][C@@H:15]1[CH2:20][C:19](=[O:21])[CH2:18][C@H:17]([CH3:22])[O:16]1. Product: [Cl:6][C:7]1[CH:12]=[CH:11][C:10]([C:19]2([OH:21])[CH2:18][C@H:17]([CH3:22])[O:16][C@H:15]([CH3:14])[CH2:20]2)=[CH:9][CH:8]=1. The catalyst class is: 1. (5) Reactant: [C:1]([O:5][C:6](=[O:29])[NH:7][C@H:8]([CH2:17][N:18]1C(=O)C2C(=CC=CC=2)C1=O)[C@H:9]([F:16])[C:10]1[CH:15]=[CH:14][CH:13]=[CH:12][CH:11]=1)([CH3:4])([CH3:3])[CH3:2].O.NN. Product: [C:1]([O:5][C:6](=[O:29])[NH:7][C@H:8]([CH2:17][NH2:18])[C@H:9]([F:16])[C:10]1[CH:15]=[CH:14][CH:13]=[CH:12][CH:11]=1)([CH3:4])([CH3:2])[CH3:3]. The catalyst class is: 5. (6) Reactant: [NH2:1][C:2]1[CH:23]=[CH:22][C:5]([O:6][CH2:7][CH2:8][N:9]2[CH2:14][CH2:13][N:12]([C:15]([O:17][C:18]([CH3:21])([CH3:20])[CH3:19])=[O:16])[CH2:11][CH2:10]2)=[CH:4][C:3]=1[N+:24]([O-])=O. Product: [NH2:24][C:3]1[CH:4]=[C:5]([CH:22]=[CH:23][C:2]=1[NH2:1])[O:6][CH2:7][CH2:8][N:9]1[CH2:14][CH2:13][N:12]([C:15]([O:17][C:18]([CH3:21])([CH3:20])[CH3:19])=[O:16])[CH2:11][CH2:10]1. The catalyst class is: 63. (7) Reactant: [Cl:1][C:2]1[CH:7]=[CH:6][C:5]([S:8]([N:11]2[C:20]3[C:15](=[CH:16][CH:17]=[CH:18][CH:19]=3)[CH2:14][CH2:13][CH2:12]2)(=[O:10])=[O:9])=[CH:4][C:3]=1[NH:21][C:22]1[C:27](C(O)=O)=[CH:26][N:25]=[CH:24][N:23]=1.C([N:33]([CH2:36]C)CC)C.C1(P(N=[N+]=[N-])(C2C=CC=CC=2)=[O:45])C=CC=CC=1.O. Product: [Cl:1][C:2]1[CH:7]=[CH:6][C:5]([S:8]([N:11]2[C:20]3[C:15](=[CH:16][CH:17]=[CH:18][CH:19]=3)[CH2:14][CH2:13][CH2:12]2)(=[O:9])=[O:10])=[CH:4][C:3]=1[N:21]1[C:36](=[O:45])[NH:33][C:27]2[C:22]1=[N:23][CH:24]=[N:25][CH:26]=2. The catalyst class is: 12.